The task is: Predict the reaction yield, written as a fraction of the theoretical maximum amount of product (1.0 means a 100% yield; for example, 0.34 means a 34% yield).. This data is from Reaction yield outcomes from USPTO patents with 853,638 reactions. (1) The reactants are CS(O)(=O)=O.[NH2:6][CH2:7][C:8]1[CH:9]=[C:10]2[C:14](=[CH:15][CH:16]=1)[C:13](=[O:17])[N:12]([CH:18]1[CH2:23][CH2:22][C:21](=[O:24])[NH:20][C:19]1=[O:25])[CH2:11]2.[F:26][C:27]([F:39])([F:38])[S:28][C:29]1[CH:34]=[CH:33][C:32]([N:35]=[C:36]=[O:37])=[CH:31][CH:30]=1.Cl. The catalyst is C(#N)C. The product is [O:25]=[C:19]1[CH:18]([N:12]2[CH2:11][C:10]3[C:14](=[CH:15][CH:16]=[C:8]([CH2:7][NH:6][C:36]([NH:35][C:32]4[CH:33]=[CH:34][C:29]([S:28][C:27]([F:38])([F:26])[F:39])=[CH:30][CH:31]=4)=[O:37])[CH:9]=3)[C:13]2=[O:17])[CH2:23][CH2:22][C:21](=[O:24])[NH:20]1. The yield is 0.510. (2) The reactants are N.[CH2:2]([S:4][C:5]1[CH:6]=[N:7][CH:8]=[CH:9][C:10]=1[C:11]#[N:12])[CH3:3]. The catalyst is CO.[Ni]. The product is [CH2:2]([S:4][C:5]1[CH:6]=[N:7][CH:8]=[CH:9][C:10]=1[CH2:11][NH2:12])[CH3:3]. The yield is 0.800. (3) The reactants are [OH:1][CH2:2][CH2:3][N:4]1[C:8](=[O:9])[N:7]([C:10]2[S:11][C:12]([C:16]([NH:18][CH2:19][C:20]3[CH:21]=[N:22][CH:23]=[CH:24][CH:25]=3)=[O:17])=[C:13]([CH3:15])[N:14]=2)[CH:6]=[N:5]1.C(N(CC)CC)C.[CH3:33][S:34](Cl)(=[O:36])=[O:35]. The catalyst is O1CCCC1.C(OCC)(=O)C. The product is [CH3:33][S:34]([O:1][CH2:2][CH2:3][N:4]1[C:8](=[O:9])[N:7]([C:10]2[S:11][C:12]([C:16](=[O:17])[NH:18][CH2:19][C:20]3[CH:21]=[N:22][CH:23]=[CH:24][CH:25]=3)=[C:13]([CH3:15])[N:14]=2)[CH:6]=[N:5]1)(=[O:36])=[O:35]. The yield is 0.700. (4) The reactants are [NH2:1][C:2]1[CH:6]=[CH:5][NH:4][C:3]=1[C:7]([O:9][CH2:10][CH3:11])=[O:8].[F:12][C:13]1[CH:29]=[CH:28][C:16]2[NH:17][C:18]([S:20][C:21]3[O:25][C:24]([CH:26]=O)=[CH:23][CH:22]=3)=[N:19][C:15]=2[CH:14]=1.[C:30]1(=O)[CH2:35][CH2:34][CH2:33][C:32](=[O:36])[CH2:31]1. The catalyst is C(O)CCC. The product is [CH2:10]([O:9][C:7]([C:3]1[NH:4][CH:5]=[C:6]2[CH:26]([C:24]3[O:25][C:21]([S:20][C:18]4[NH:17][C:16]5[CH:28]=[CH:29][C:13]([F:12])=[CH:14][C:15]=5[N:19]=4)=[CH:22][CH:23]=3)[C:31]3[C:32](=[O:36])[CH2:33][CH2:34][CH2:35][C:30]=3[NH:1][C:2]=12)=[O:8])[CH3:11]. The yield is 0.500. (5) The reactants are Cl[C:2]1[C:11]2[C:6](=[C:7]([C:12]#[N:13])[CH:8]=[CH:9][CH:10]=2)[N:5]=[CH:4][CH:3]=1.[CH:14]1[CH:19]=[CH:18][C:17]([C@H:20]([NH2:23])[CH2:21][OH:22])=[CH:16][CH:15]=1.Cl.[NH+]1C=CC=CC=1. The catalyst is COCCO.C(OCC)(=O)C. The product is [OH:22][CH2:21][C@@H:20]([NH:23][C:2]1[C:11]2[C:6](=[C:7]([C:12]#[N:13])[CH:8]=[CH:9][CH:10]=2)[N:5]=[CH:4][CH:3]=1)[C:17]1[CH:18]=[CH:19][CH:14]=[CH:15][CH:16]=1. The yield is 0.330.